Dataset: Reaction yield outcomes from USPTO patents with 853,638 reactions. Task: Predict the reaction yield, written as a fraction of the theoretical maximum amount of product (1.0 means a 100% yield; for example, 0.34 means a 34% yield). (1) The reactants are [Cl:1][C:2]1[N:11]=[C:10]([NH:12][CH:13]2[CH2:17][CH2:16][CH2:15][CH2:14]2)[C:9]2[C:4](=[CH:5][CH:6]=[C:7]([N+:18]([O-:20])=[O:19])[CH:8]=2)[N:3]=1.[CH2:21]([NH2:24])[CH:22]=[CH2:23]. The catalyst is O. The product is [ClH:1].[CH2:21]([NH:24][C:2]1[N:11]=[C:10]([NH:12][CH:13]2[CH2:17][CH2:16][CH2:15][CH2:14]2)[C:9]2[C:4](=[CH:5][CH:6]=[C:7]([N+:18]([O-:20])=[O:19])[CH:8]=2)[N:3]=1)[CH:22]=[CH2:23]. The yield is 0.936. (2) The reactants are C(N(CC)CC)C.[C:8]1([N:14]=[C:15]=[O:16])[CH:13]=[CH:12][CH:11]=[CH:10][CH:9]=1.[Cl:17][C:18]1[CH:19]=[C:20]([O:24][C:25]2[CH:29]=[C:28]([CH3:30])[NH:27][N:26]=2)[CH:21]=[CH:22][CH:23]=1.Cl. The catalyst is C(OCC)(=O)C. The product is [C:8]1([NH:14][C:15]([N:27]2[C:28]([CH3:30])=[CH:29][C:25]([O:24][C:20]3[CH:21]=[CH:22][CH:23]=[C:18]([Cl:17])[CH:19]=3)=[N:26]2)=[O:16])[CH:13]=[CH:12][CH:11]=[CH:10][CH:9]=1. The yield is 0.845. (3) The reactants are [C:1]([C@@:3]1([OH:19])[C@H:7]([OH:8])[C@@H:6]([CH2:9][OH:10])[O:5][C@H:4]1[N:11]1[CH:16]=[CH:15][C:14](=[O:17])[NH:13][C:12]1=[O:18])#[CH:2].C([Mg]Cl)(C)(C)C.[Cl:26][C:27]1[CH:59]=[CH:58][C:30]([O:31][P:32]([NH:46][C@@H:47]([CH3:57])[C:48]([O:50][CH:51]2[CH2:56][CH2:55][CH2:54][CH2:53][CH2:52]2)=[O:49])(OC2C(F)=C(F)C(F)=C(F)C=2F)=[O:33])=[CH:29][CH:28]=1. The catalyst is C1COCC1. The product is [Cl:26][C:27]1[CH:28]=[CH:29][C:30]([O:31][P:32]([NH:46][C@@H:47]([CH3:57])[C:48]([O:50][CH:51]2[CH2:56][CH2:55][CH2:54][CH2:53][CH2:52]2)=[O:49])([O:10][CH2:9][C@@H:6]2[C@@H:7]([OH:8])[C@@:3]([C:1]#[CH:2])([OH:19])[C@H:4]([N:11]3[CH:16]=[CH:15][C:14](=[O:17])[NH:13][C:12]3=[O:18])[O:5]2)=[O:33])=[CH:58][CH:59]=1. The yield is 0.780. (4) The product is [CH3:10][N:11]([CH:13]=[O:14])[CH3:12].[CH3:6][C:7]([CH3:9])=[O:8]. No catalyst specified. The reactants are CS(O)(=O)=O.[CH3:6][C:7]([CH3:9])=[O:8].[CH3:10][N:11]([CH:13]=[O:14])[CH3:12]. The yield is 0.950. (5) The reactants are Cl.[CH:2]([N:5]1[C:9]([C:10]2[N:19]=[C:18]3[N:12]([CH2:13][CH2:14][O:15][C:16]4[CH:23]=[C:22]([CH:24]5[CH2:29][CH2:28][NH:27][CH2:26][CH2:25]5)[CH:21]=[CH:20][C:17]=43)[CH:11]=2)=[N:8][C:7]([CH3:30])=[N:6]1)([CH3:4])[CH3:3].OP([O-])([O-])=O.[Na+].[Na+].Br[CH2:39][CH2:40][O:41]C1CCCCO1.[I-].[K+]. The catalyst is CN(C=O)C.C(N(CC)CC)C. The product is [CH:2]([N:5]1[C:9]([C:10]2[N:19]=[C:18]3[C:17]4[CH:20]=[CH:21][C:22]([CH:24]5[CH2:29][CH2:28][N:27]([CH2:39][CH2:40][OH:41])[CH2:26][CH2:25]5)=[CH:23][C:16]=4[O:15][CH2:14][CH2:13][N:12]3[CH:11]=2)=[N:8][C:7]([CH3:30])=[N:6]1)([CH3:4])[CH3:3]. The yield is 0.310. (6) The product is [Cl:14][C:15]1[N:20]=[C:19]([NH:1][C:2]2[CH:3]=[CH:4][C:5]3[S:10][CH2:9][C:8](=[O:11])[N:7]([CH3:12])[C:6]=3[CH:13]=2)[C:18]([CH3:22])=[CH:17][N:16]=1. The reactants are [NH2:1][C:2]1[CH:3]=[CH:4][C:5]2[S:10][CH2:9][C:8](=[O:11])[N:7]([CH3:12])[C:6]=2[CH:13]=1.[Cl:14][C:15]1[N:20]=[C:19](Cl)[C:18]([CH3:22])=[CH:17][N:16]=1. The catalyst is CO. The yield is 0.130. (7) The reactants are [F:1][CH:2]([F:35])[C:3]1[N:7]([C:8]2[N:13]=[C:12]3[N:14]([CH:17]4[CH2:22][CH2:21][NH:20][CH2:19][CH2:18]4)[N:15]=[CH:16][C:11]3=[C:10]([N:23]3[CH2:28][CH2:27][O:26][CH2:25][CH2:24]3)[N:9]=2)[C:6]2[CH:29]=[CH:30][CH:31]=[C:32]([O:33][CH3:34])[C:5]=2[N:4]=1.C([O-])([O-])=O.[K+].[K+].[CH3:42][S:43](Cl)(=[O:45])=[O:44]. The catalyst is C(Cl)Cl.O. The product is [F:35][CH:2]([F:1])[C:3]1[N:7]([C:8]2[N:13]=[C:12]3[N:14]([CH:17]4[CH2:22][CH2:21][N:20]([S:43]([CH3:42])(=[O:45])=[O:44])[CH2:19][CH2:18]4)[N:15]=[CH:16][C:11]3=[C:10]([N:23]3[CH2:24][CH2:25][O:26][CH2:27][CH2:28]3)[N:9]=2)[C:6]2[CH:29]=[CH:30][CH:31]=[C:32]([O:33][CH3:34])[C:5]=2[N:4]=1. The yield is 0.920. (8) The reactants are F[C:2]1[CH:9]=[CH:8][C:5]([C:6]#[N:7])=[C:4]([CH3:10])[CH:3]=1.O.[NH2:12][NH2:13].O.[ClH:15]. The catalyst is C(O)C.C(OCC)C. The product is [ClH:15].[NH:12]([C:2]1[CH:9]=[CH:8][C:5]([C:6]#[N:7])=[C:4]([CH3:10])[CH:3]=1)[NH2:13]. The yield is 0.370. (9) The reactants are [Cl:1][C:2]1[CH:7]=[CH:6][C:5]([F:8])=[C:4]([F:9])[CH:3]=1.OS(O)(=O)=O.[N+:15]([O-])([OH:17])=[O:16]. No catalyst specified. The product is [Cl:1][C:2]1[CH:3]=[C:4]([F:9])[C:5]([F:8])=[CH:6][C:7]=1[N+:15]([O-:17])=[O:16]. The yield is 0.967. (10) The reactants are [C:1]([CH2:3][C:4]1([N:15]2[CH:19]=[CH:18][C:17]([C:20]3[N:25]4[CH:26]=[CH:27][N:28]=[C:24]4[CH:23]=[C:22]([C:29]4[CH:34]=[CH:33][N:32]([CH3:35])[C:31](=[O:36])[CH:30]=4)[N:21]=3)=[N:16]2)[CH2:7][N:6]([C:8](OC(C)(C)C)=O)[CH2:5]1)#[N:2].Cl.O1CCOCC1.C(N(C(C)C)CC)(C)C.[F:53][C:54]([F:65])([F:64])S(OC[C:54]([F:65])([F:64])[F:53])(=O)=O. The catalyst is CO.ClCCl. The product is [CH3:35][N:32]1[CH:33]=[CH:34][C:29]([C:22]2[N:21]=[C:20]([C:17]3[CH:18]=[CH:19][N:15]([C:4]4([CH2:3][C:1]#[N:2])[CH2:5][N:6]([CH2:8][C:54]([F:65])([F:64])[F:53])[CH2:7]4)[N:16]=3)[N:25]3[CH:26]=[CH:27][N:28]=[C:24]3[CH:23]=2)=[CH:30][C:31]1=[O:36]. The yield is 0.227.